Dataset: Forward reaction prediction with 1.9M reactions from USPTO patents (1976-2016). Task: Predict the product of the given reaction. Given the reactants [Cl:1][C:2]1[CH:3]=[C:4]([N:9]([CH2:20][C:21]2[CH:30]=[CH:29][C:24]([C:25]([O:27]C)=[O:26])=[CH:23][CH:22]=2)[C:10]2[N:14]([CH3:15])[C:13]3[CH:16]=[CH:17][CH:18]=[CH:19][C:12]=3[N:11]=2)[CH:5]=[C:6]([Cl:8])[CH:7]=1.[Li+].[OH-].CCOC(C)=O.Cl, predict the reaction product. The product is: [Cl:8][C:6]1[CH:5]=[C:4]([N:9]([CH2:20][C:21]2[CH:30]=[CH:29][C:24]([C:25]([OH:27])=[O:26])=[CH:23][CH:22]=2)[C:10]2[N:14]([CH3:15])[C:13]3[CH:16]=[CH:17][CH:18]=[CH:19][C:12]=3[N:11]=2)[CH:3]=[C:2]([Cl:1])[CH:7]=1.